From a dataset of Drug-target binding data from BindingDB using Ki measurements. Regression. Given a target protein amino acid sequence and a drug SMILES string, predict the binding affinity score between them. We predict pKi (pKi = -log10(Ki in M); higher means stronger inhibition). Dataset: bindingdb_ki. The drug is O=C(Nc1ccc(Cl)c(C(F)(F)F)c1)[C@H]1CC=C[C@H]2CCN(Cc3ccccc3)C(=O)[C@@H]12. The target protein sequence is MDSPIQIFRGEPGPTCAPSACLPPNSSAWFPGWAEPDSNGSAGSEDAQLEPAHISPAIPVIITAVYSVVFVVGLVGNSLVMFVIIRYTKMKTATNIYIFNLALADALVTTTMPFQSTVYLMNSWPFGDVLCKIVISIDYYNMFTSIFTLTMMSVDRYIAVCHPVKALDFRTPLKAKIINICIWLLSSSVGISAIVLGGTKVREDVDVIECSLQFPDDDYSWWDLFMKICVFIFAFVIPVLIIIVCYTLMILRLKSVRLLSGSREKDRNLRRITRLVLVVVAVFVVCWTPIHIFILVEALGSTSHSTAALSSYYFCAALGYTNSSLNPILYAFLDENFKRCFRDFCFPLKMRMERQSTSRVRNTVQDPAYLRDIDGMNKPV. The pKi is 6.0.